From a dataset of Forward reaction prediction with 1.9M reactions from USPTO patents (1976-2016). Predict the product of the given reaction. (1) Given the reactants ClCC1C=CC(C2C[C:11]3[N:16]=[CH:15][N:14]=[C:13]([N:17]([CH3:19])[CH3:18])[C:12]=3N=2)=CC=1.[NH:21]1[CH:25]=[CH:24][N:23]=[CH:22]1.[NH2:26][C@H:27]([C:39](O)=O)[CH2:28][C:29]1C=C2C(C=CC=C2)=C[CH:30]=1.[CH2:42](O)[CH2:43][CH2:44][CH3:45], predict the reaction product. The product is: [N:21]1([CH2:45][C:44]2[CH:30]=[CH:29][C:28]([C:27]3[NH:26][C:11]4[N:16]=[CH:15][N:14]=[C:13]([N:17]([CH3:18])[CH3:19])[C:12]=4[CH:39]=3)=[CH:42][CH:43]=2)[CH:25]=[CH:24][N:23]=[CH:22]1. (2) The product is: [Cl:13][C:10]1[S:9][C:8]([C:6]2[N:7]=[C:2]([N:17]3[C:18]4[CH:27]=[CH:26][C:21]([C:22]([OH:24])=[O:23])=[CH:20][C:19]=4[O:28][C:29]3=[O:40])[C:3]3[CH2:16][CH2:15][CH2:14][C:4]=3[N:5]=2)=[CH:12][CH:11]=1. Given the reactants Cl[C:2]1[C:3]2[CH2:16][CH2:15][CH2:14][C:4]=2[N:5]=[C:6]([C:8]2[S:9][C:10]([Cl:13])=[CH:11][CH:12]=2)[N:7]=1.[NH2:17][C:18]1[CH:27]=[CH:26][C:21]([C:22]([O:24]C)=[O:23])=[CH:20][C:19]=1[O:28][CH3:29].B(Br)(Br)Br.C1N=CN(C(N2C=NC=C2)=[O:40])C=1, predict the reaction product. (3) Given the reactants [CH3:1][C:2]1[C:10]2[N:9]([CH:11]([CH3:13])[CH3:12])[CH:8]=[CH:7][C:6]=2[C:5]([C:14]([OH:16])=O)=[CH:4][CH:3]=1.[NH2:17][CH2:18][C:19]1[C:20](=[O:27])[NH:21][C:22]([CH3:26])=[CH:23][C:24]=1[CH3:25].ON1C2N=CC=CC=2N=N1.C(Cl)CCl.CN1CCOCC1, predict the reaction product. The product is: [CH3:25][C:24]1[CH:23]=[C:22]([CH3:26])[NH:21][C:20](=[O:27])[C:19]=1[CH2:18][NH:17][C:14]([C:5]1[C:6]2[CH:7]=[CH:8][N:9]([CH:11]([CH3:12])[CH3:13])[C:10]=2[C:2]([CH3:1])=[CH:3][CH:4]=1)=[O:16]. (4) Given the reactants [C:1]([O:7][CH2:8][C@H:9]1[O:14][C:13]2[CH:15]=[C:16]([CH2:19][CH2:20][NH:21][CH2:22][C@@H:23]([C:25]3[CH:36]=[CH:35][C:28]4[O:29][C:30]([CH3:34])([CH3:33])[O:31][CH2:32][C:27]=4[CH:26]=3)[OH:24])[CH:17]=[CH:18][C:12]=2[O:11][CH2:10]1)(=[O:6])[C:2]([CH3:5])([CH3:4])[CH3:3].C1C[O:40][CH2:39]C1, predict the reaction product. The product is: [C:1]([O:7][CH2:8][C@H:9]1[O:14][C:13]2[CH:15]=[C:16]([CH2:19][CH2:20][N:21]3[CH2:22][C@@H:23]([C:25]4[CH:36]=[CH:35][C:28]5[O:29][C:30]([CH3:34])([CH3:33])[O:31][CH2:32][C:27]=5[CH:26]=4)[O:24][C:39]3=[O:40])[CH:17]=[CH:18][C:12]=2[O:11][CH2:10]1)(=[O:6])[C:2]([CH3:5])([CH3:4])[CH3:3]. (5) Given the reactants [F:1][C:2]([F:15])([F:14])[O:3][C:4]1[CH:9]=[CH:8][CH:7]=[CH:6][C:5]=1[NH:10][C:11]([NH2:13])=[S:12].Br[CH2:17][C:18]([C:20]1[S:24][C:23]([CH3:25])=[N:22][C:21]=1[CH3:26])=O.Br, predict the reaction product. The product is: [CH3:25][C:23]1[S:24][C:20]([C:18]2[N:13]=[C:11]([NH:10][C:5]3[CH:6]=[CH:7][CH:8]=[CH:9][C:4]=3[O:3][C:2]([F:14])([F:1])[F:15])[S:12][CH:17]=2)=[C:21]([CH3:26])[N:22]=1. (6) Given the reactants [NH2:1][C:2]1[CH:7]=[C:6]([C:8]([F:11])([F:10])[F:9])[CH:5]=[CH:4][C:3]=1[NH:12][C:13](=[O:15])[CH3:14].[N:16]([C:19]1[CH:24]=[CH:23][C:22]([B:25]2[O:29][C:28]([CH3:31])([CH3:30])[C:27]([CH3:33])([CH3:32])[O:26]2)=[CH:21][CH:20]=1)=[C:17]=[O:18], predict the reaction product. The product is: [CH3:30][C:28]1([CH3:31])[C:27]([CH3:32])([CH3:33])[O:26][B:25]([C:22]2[CH:23]=[CH:24][C:19]([NH:16][C:17](=[O:18])[NH:1][C:2]3[CH:7]=[C:6]([C:8]([F:10])([F:11])[F:9])[CH:5]=[CH:4][C:3]=3[NH:12][C:13](=[O:15])[CH3:14])=[CH:20][CH:21]=2)[O:29]1.